Predict the reactants needed to synthesize the given product. From a dataset of Full USPTO retrosynthesis dataset with 1.9M reactions from patents (1976-2016). (1) Given the product [CH3:13][O:14][CH2:15][CH2:16][N:17]1[CH2:18][CH2:19][CH:20]([NH:23][C:1]([NH:46][C:41]2[CH:42]=[C:43]3[C:38](=[CH:39][CH:40]=2)[N:37]=[C:36]([NH:35][CH:33]2[C:34]4[C:30](=[CH:29][CH:28]=[CH:27][C:26]=4[O:25][CH3:24])[CH2:31][CH2:32]2)[CH:45]=[CH:44]3)=[O:2])[CH2:21][CH2:22]1, predict the reactants needed to synthesize it. The reactants are: [C:1](=O)(OC(Cl)(Cl)Cl)[O:2]C(Cl)(Cl)Cl.[CH3:13][O:14][CH2:15][CH2:16][N:17]1[CH2:22][CH2:21][CH:20]([NH2:23])[CH2:19][CH2:18]1.[CH3:24][O:25][C:26]1[CH:27]=[CH:28][CH:29]=[C:30]2[C:34]=1[CH:33]([NH:35][C:36]1[CH:45]=[CH:44][C:43]3[C:38](=[CH:39][CH:40]=[C:41]([NH2:46])[CH:42]=3)[N:37]=1)[CH2:32][CH2:31]2. (2) Given the product [NH2:1][C:2]1[CH:3]=[C:4]2[C:9](=[CH:10][CH:11]=1)[CH2:8][N:7]([C:14]([O:16][C:17]([CH3:20])([CH3:19])[CH3:18])=[O:15])[CH2:6][CH2:5]2, predict the reactants needed to synthesize it. The reactants are: [NH2:1][C:2]1[CH:3]=[C:4]2[C:9](=[CH:10][CH:11]=1)[CH2:8][NH:7][CH2:6][CH2:5]2.[OH-].[Na+].[C:14](O[C:14]([O:16][C:17]([CH3:20])([CH3:19])[CH3:18])=[O:15])([O:16][C:17]([CH3:20])([CH3:19])[CH3:18])=[O:15]. (3) Given the product [CH3:13][O:14][C:15](=[O:40])[C:16]1[CH:21]=[CH:20][C:19]([C:22]2[CH:26]([CH:41]([OH:43])[CH3:42])[C:25]([C:31]3[CH:32]=[C:33]([Cl:38])[CH:34]=[C:35]([Cl:37])[CH:36]=3)([C:27]([F:30])([F:28])[F:29])[O:24][N:23]=2)=[CH:18][C:17]=1[CH3:39], predict the reactants needed to synthesize it. The reactants are: C(NC(C)C)(C)C.C([Li])CCC.[CH3:13][O:14][C:15](=[O:40])[C:16]1[CH:21]=[CH:20][C:19]([C:22]2[CH2:26][C:25]([C:31]3[CH:36]=[C:35]([Cl:37])[CH:34]=[C:33]([Cl:38])[CH:32]=3)([C:27]([F:30])([F:29])[F:28])[O:24][N:23]=2)=[CH:18][C:17]=1[CH3:39].[CH:41](=[O:43])[CH3:42].